Dataset: Full USPTO retrosynthesis dataset with 1.9M reactions from patents (1976-2016). Task: Predict the reactants needed to synthesize the given product. (1) The reactants are: CS(O[CH:6]1[CH2:9][N:8]([C:10]2[S:11][CH:12]=[C:13]([C:15](=[O:35])[NH:16][C@H:17]3[CH2:21][CH2:20][N:19]([C:22]([O:24][CH2:25][C:26]4[CH:31]=[CH:30][C:29]([N+:32]([O-:34])=[O:33])=[CH:28][CH:27]=4)=[O:23])[CH2:18]3)[N:14]=2)[CH2:7]1)(=O)=O.[C:36]([O-:39])(=[S:38])[CH3:37].[K+]. Given the product [C:36]([S:38][CH:6]1[CH2:7][N:8]([C:10]2[S:11][CH:12]=[C:13]([C:15](=[O:35])[NH:16][C@H:17]3[CH2:21][CH2:20][N:19]([C:22]([O:24][CH2:25][C:26]4[CH:31]=[CH:30][C:29]([N+:32]([O-:34])=[O:33])=[CH:28][CH:27]=4)=[O:23])[CH2:18]3)[N:14]=2)[CH2:9]1)(=[O:39])[CH3:37], predict the reactants needed to synthesize it. (2) Given the product [C:40]1([C:46]2[CH:47]=[CH:48][CH:49]=[CH:52][CH:53]=2)[CH:45]=[CH:44][C:43]([CH2:19][N:16]2[CH2:15][CH2:14][N:13]([CH2:12][C@@H:8]3[O:7][C:6]4=[N:5][C:4]([N+:1]([O-:3])=[O:2])=[CH:11][N:10]4[CH2:9]3)[CH2:18][CH2:17]2)=[CH:42][CH:41]=1, predict the reactants needed to synthesize it. The reactants are: [N+:1]([C:4]1[N:5]=[C:6]2[N:10]([CH:11]=1)[CH2:9][C@H:8]([CH2:12][N:13]1[CH2:18][CH2:17][N:16]([C:19](OC(C)(C)C)=O)[CH2:15][CH2:14]1)[O:7]2)([O-:3])=[O:2].FC(F)(F)C(O)=O.C(N(CC)CC)C.[C:40]1([C:46]2[CH:53]=[CH:52][C:49](C=O)=[CH:48][CH:47]=2)[CH:45]=[CH:44][CH:43]=[CH:42][CH:41]=1.[B-]C#N.[Na+].C(O)(=O)C. (3) Given the product [OH:2][C:3]1[CH:4]=[C:5]([C:9]2[CH:10]([CH3:16])[CH2:11][C:12](=[O:15])[NH:13][N:14]=2)[CH:6]=[CH:7][CH:8]=1, predict the reactants needed to synthesize it. The reactants are: C[O:2][C:3]1[CH:4]=[C:5]([C:9]2[CH:10]([CH3:16])[CH2:11][C:12](=[O:15])[NH:13][N:14]=2)[CH:6]=[CH:7][CH:8]=1.[Br-].[Br-].[Br-].B.O. (4) Given the product [CH:10]1[C:11]2[CH:12]([CH2:14][O:15][C:16](=[O:17])[NH:18][C@H:19]([C:20](=[O:22])[NH:32][C:33]3[CH:40]=[CH:39][C:36]([C:37]#[N:38])=[CH:35][C:34]=3[F:41])[CH:23]([CH3:24])[CH3:25])[C:13]3[C:5](=[CH:4][CH:3]=[CH:2][CH:1]=3)[C:6]=2[CH:7]=[CH:8][CH:9]=1, predict the reactants needed to synthesize it. The reactants are: [CH:1]1[C:13]2[CH:12]([CH2:14][O:15][C:16]([NH:18][C@@H:19]([CH:23]([CH3:25])[CH3:24])[C:20]([OH:22])=O)=[O:17])[C:11]3[C:6](=[CH:7][CH:8]=[CH:9][CH:10]=3)[C:5]=2[CH:4]=[CH:3][CH:2]=1.C(Cl)(=O)C(Cl)=O.[NH2:32][C:33]1[CH:40]=[CH:39][C:36]([C:37]#[N:38])=[CH:35][C:34]=1[F:41].N1C=CC=CC=1. (5) Given the product [CH3:7][C:6]1[C:2]2[NH:1][C:13](=[O:14])[NH:12][C:8](=[O:10])[C:3]=2[S:4][CH:5]=1, predict the reactants needed to synthesize it. The reactants are: [NH2:1][C:2]1[C:6]([CH3:7])=[CH:5][S:4][C:3]=1[C:8]([O:10]C)=O.[NH2:12][C:13](N)=[O:14]. (6) Given the product [CH2:1]([O:8][C:9]([NH:11][C@H:12]1[CH2:35][CH2:36][N:15]([C@H:16]2[CH2:21][CH2:20][C@@H:19]([NH:22][C:23](=[O:29])[O:24][C:25]([CH3:26])([CH3:27])[CH3:28])[CH2:18][C@H:17]2[CH2:30][S:31]([CH3:34])(=[O:33])=[O:32])[C:13]1=[O:14])=[O:10])[C:2]1[CH:3]=[CH:4][CH:5]=[CH:6][CH:7]=1, predict the reactants needed to synthesize it. The reactants are: [CH2:1]([O:8][C:9]([NH:11][C@@H:12]([CH2:35][CH2:36]SC)[C:13]([NH:15][C@H:16]1[CH2:21][CH2:20][C@@H:19]([NH:22][C:23](=[O:29])[O:24][C:25]([CH3:28])([CH3:27])[CH3:26])[CH2:18][C@H:17]1[CH2:30][S:31]([CH3:34])(=[O:33])=[O:32])=[O:14])=[O:10])[C:2]1[CH:7]=[CH:6][CH:5]=[CH:4][CH:3]=1.C([O-])([O-])=O.[Cs+].[Cs+]. (7) Given the product [P:1]([OH:18])([OH:10])([O:34][C:32]1[CH:33]=[C:28]([OH:27])[C:29]([C:42]2[N:46]([C:47]3[CH:48]=[C:49]4[C:53](=[CH:54][CH:55]=3)[N:52]([CH3:56])[CH:51]=[CH:50]4)[C:45](=[O:57])[NH:44][N:43]=2)=[CH:30][C:31]=1[CH:39]([CH3:41])[CH3:40])=[O:2], predict the reactants needed to synthesize it. The reactants are: [P:1](Cl)(=[O:18])([O:10]CC1C=CC=CC=1)[O:2]CC1C=CC=CC=1.C([O:27][C:28]1[CH:33]=[C:32]([O:34]COCC)[C:31]([CH:39]([CH3:41])[CH3:40])=[CH:30][C:29]=1[C:42]1[N:46]([C:47]2[CH:48]=[C:49]3[C:53](=[CH:54][CH:55]=2)[N:52]([CH3:56])[CH:51]=[CH:50]3)[C:45](=[O:57])[N:44](C(OCC2C=CC=CC=2)=O)[N:43]=1)C1C=CC=CC=1.C(=O)([O-])[O-].[K+].[K+].